This data is from Catalyst prediction with 721,799 reactions and 888 catalyst types from USPTO. The task is: Predict which catalyst facilitates the given reaction. (1) Reactant: [Cl-].[Cl-].[Cl-].[Al+3].C[O:6][C:7]1[CH:16]=[C:15]2[C:10]([CH2:11][CH2:12][CH2:13][C:14]2=[O:17])=[CH:9][CH:8]=1. Product: [OH:6][C:7]1[CH:16]=[C:15]2[C:10]([CH2:11][CH2:12][CH2:13][C:14]2=[O:17])=[CH:9][CH:8]=1. The catalyst class is: 11. (2) Reactant: [C:1]([O:5][C:6]([NH:8][C@@:9]([C:29](OC)=[O:30])([CH2:26][CH:27]=O)[CH2:10][CH:11]1[CH2:16][CH2:15][N:14]([C:17]([O:19][CH2:20][CH2:21][Si:22]([CH3:25])([CH3:24])[CH3:23])=[O:18])[CH2:13][CH2:12]1)=[O:7])([CH3:4])([CH3:3])[CH3:2].[NH2:33][C@H:34]([C:37]([OH:39])=[O:38])[CH2:35][SH:36]. Product: [C:1]([O:5][C:6]([NH:8][C@@:9]1([CH2:10][CH:11]2[CH2:12][CH2:13][N:14]([C:17]([O:19][CH2:20][CH2:21][Si:22]([CH3:23])([CH3:25])[CH3:24])=[O:18])[CH2:15][CH2:16]2)[C:29](=[O:30])[N:33]2[C@@H:27]([S:36][CH2:35][C@H:34]2[C:37]([OH:39])=[O:38])[CH2:26]1)=[O:7])([CH3:4])([CH3:3])[CH3:2]. The catalyst class is: 17. (3) Reactant: [C:1]1([CH2:7][CH2:8][CH2:9][NH2:10])[CH:6]=[CH:5][CH:4]=[CH:3][CH:2]=1.[F:11][C:12]([F:19])([F:18])[C:13](OCC)=[O:14]. Product: [F:11][C:12]([F:19])([F:18])[C:13]([NH:10][CH2:9][CH2:8][CH2:7][C:1]1[CH:6]=[CH:5][CH:4]=[CH:3][CH:2]=1)=[O:14]. The catalyst class is: 5. (4) Product: [CH2:26]([O:28][C:29](=[O:36])[C:30]([OH:31])([C:32]([F:33])([F:35])[F:34])[CH:45]([CH3:46])[C:44]([C:41]1[CH:42]=[CH:43][C:38]([Cl:37])=[C:39]([F:50])[C:40]=1[O:48][CH3:49])=[CH2:47])[CH3:27]. The catalyst class is: 4. Reactant: FC(F)(F)S([O-])(=O)=O.[Yb+3].FC(F)(F)S([O-])(=O)=O.FC(F)(F)S([O-])(=O)=O.[CH2:26]([O:28][C:29](=[O:36])[C:30]([C:32]([F:35])([F:34])[F:33])=[O:31])[CH3:27].[Cl:37][C:38]1[CH:43]=[CH:42][C:41]([C:44](=[CH2:47])[CH2:45][CH3:46])=[C:40]([O:48][CH3:49])[C:39]=1[F:50].O. (5) Reactant: [H-].[Na+].[CH2:3]([OH:10])[C:4]1[CH:9]=[CH:8][CH:7]=[CH:6][CH:5]=1.Cl[C:12]1[N:17]=[C:16](Cl)[C:15]([CH:19]([CH3:21])[CH3:20])=[C:14]([O:22][C:23]2[CH:28]=[C:27]([CH3:29])[CH:26]=[C:25]([CH3:30])[C:24]=2[CH3:31])[N:13]=1.C([O:35][CH2:36][CH3:37])(=O)C. Product: [CH2:3]([O:10][C:12]1[N:17]=[C:16]([O:35][CH2:36][C:37]2[CH:8]=[CH:9][CH:4]=[CH:5][CH:6]=2)[C:15]([CH:19]([CH3:21])[CH3:20])=[C:14]([O:22][C:23]2[CH:28]=[C:27]([CH3:29])[CH:26]=[C:25]([CH3:30])[C:24]=2[CH3:31])[N:13]=1)[C:4]1[CH:9]=[CH:8][CH:7]=[CH:6][CH:5]=1. The catalyst class is: 3. (6) Reactant: [Cl:1][C:2]1[CH:7]=[C:6]([NH2:8])[CH:5]=[CH:4][N:3]=1.F[C:10]1[CH:15]=[CH:14][C:13]([N+:16]([O-:18])=[O:17])=[CH:12][C:11]=1[F:19].C([O-])([O-])=O.[Cs+].[Cs+].CN(C=O)C. Product: [Cl:1][C:2]1[CH:7]=[C:6]([NH:8][C:10]2[CH:15]=[CH:14][C:13]([N+:16]([O-:18])=[O:17])=[CH:12][C:11]=2[F:19])[CH:5]=[CH:4][N:3]=1. The catalyst class is: 6.